This data is from Peptide-MHC class I binding affinity with 185,985 pairs from IEDB/IMGT. The task is: Regression. Given a peptide amino acid sequence and an MHC pseudo amino acid sequence, predict their binding affinity value. This is MHC class I binding data. (1) The binding affinity (normalized) is 0.201. The MHC is HLA-B40:02 with pseudo-sequence HLA-B40:02. The peptide sequence is SYFVASFRLF. (2) The peptide sequence is RIAQGVLQR. The MHC is HLA-B07:02 with pseudo-sequence HLA-B07:02. The binding affinity (normalized) is 0.0847. (3) The peptide sequence is MIFVSSIFI. The MHC is HLA-A02:01 with pseudo-sequence HLA-A02:01. The binding affinity (normalized) is 0.589. (4) The peptide sequence is KSYEHQTPF. The binding affinity (normalized) is 0.644. The MHC is HLA-B46:01 with pseudo-sequence HLA-B46:01. (5) The peptide sequence is KFKRKLMYV. The MHC is HLA-B15:17 with pseudo-sequence HLA-B15:17. The binding affinity (normalized) is 0.0847. (6) The peptide sequence is DPPFQWMGY. The MHC is Mamu-A01 with pseudo-sequence Mamu-A01. The binding affinity (normalized) is 0.